Dataset: Catalyst prediction with 721,799 reactions and 888 catalyst types from USPTO. Task: Predict which catalyst facilitates the given reaction. (1) Reactant: [NH2:1][C:2]1[CH:10]=[C:9]([Br:11])[CH:8]=[C:7]([F:12])[C:3]=1[C:4]([OH:6])=O.[C:13]([O:17][C:18]([N:20]1[CH2:25][CH2:24][CH2:23][CH:22]([NH2:26])[CH2:21]1)=[O:19])([CH3:16])([CH3:15])[CH3:14].[CH:27](OCC)(OCC)OCC. Product: [Br:11][C:9]1[CH:10]=[C:2]2[C:3]([C:4](=[O:6])[N:26]([CH:22]3[CH2:23][CH2:24][CH2:25][N:20]([C:18]([O:17][C:13]([CH3:16])([CH3:14])[CH3:15])=[O:19])[CH2:21]3)[CH:27]=[N:1]2)=[C:7]([F:12])[CH:8]=1. The catalyst class is: 20. (2) Reactant: [C:1]([C:3]1[CH:4]=[C:5]([C:13]2[S:14][C:15]([C:18]3[CH:23]=[CH:22][C:21]([O:24][CH2:25][CH2:26][CH2:27][N:28](C)[C:29](=O)OC(C)(C)C)=[CH:20][C:19]=3[CH2:37][CH3:38])=[CH:16][N:17]=2)[CH:6]=[CH:7][C:8]=1[O:9][CH:10]([CH3:12])[CH3:11])#[N:2].C(O)(C(F)(F)F)=O. Product: [CH2:37]([C:19]1[CH:20]=[C:21]([O:24][CH2:25][CH2:26][CH2:27][NH:28][CH3:29])[CH:22]=[CH:23][C:18]=1[C:15]1[S:14][C:13]([C:5]2[CH:6]=[CH:7][C:8]([O:9][CH:10]([CH3:11])[CH3:12])=[C:3]([CH:4]=2)[C:1]#[N:2])=[N:17][CH:16]=1)[CH3:38]. The catalyst class is: 4. (3) Reactant: [NH2:1][C:2]1[S:3][C:4]2[N:5]=[C:6]([N:11]([CH:26]3[CH2:28][CH2:27]3)[C:12]3[CH:13]=[C:14]([NH:18][C:19](=[O:25])[O:20][C:21]([CH3:24])([CH3:23])[CH3:22])[CH:15]=[CH:16][CH:17]=3)[N:7]=[CH:8][C:9]=2[N:10]=1.[C:29](Cl)(=[O:31])[CH3:30].O. Product: [C:21]([O:20][C:19](=[O:25])[NH:18][C:14]1[CH:15]=[CH:16][CH:17]=[C:12]([N:11]([C:6]2[N:7]=[CH:8][C:9]3[N:10]=[C:2]([NH:1][C:29](=[O:31])[CH3:30])[S:3][C:4]=3[N:5]=2)[CH:26]2[CH2:28][CH2:27]2)[CH:13]=1)([CH3:24])([CH3:23])[CH3:22]. The catalyst class is: 17. (4) Reactant: [O:1]=[C:2]1[CH2:10][C:9]2[C:4](=[CH:5][C:6]([S:11][C:12]3[CH:20]=[CH:19][CH:18]=[CH:17][C:13]=3[C:14](O)=O)=[CH:7][CH:8]=2)[NH:3]1.C[N:22]([C:24]([O:28]N1N=NC2C=CC=NC1=2)=[N+](C)C)C.F[P-](F)(F)(F)(F)F.CN.C1COCC1. Product: [CH3:14][C:13]1[C:12]([S:11][C:6]2[CH:5]=[C:4]3[C:9]([CH2:10][C:2](=[O:1])[NH:3]3)=[CH:8][CH:7]=2)=[CH:20][CH:19]=[CH:18][C:17]=1[C:24]([NH2:22])=[O:28]. The catalyst class is: 3. (5) Reactant: [C:1]([NH:5][C:6]1[CH:11]=[CH:10][C:9]([N+:12]([O-])=O)=[C:8]([O:15][CH3:16])[CH:7]=1)([CH3:4])([CH3:3])[CH3:2].[H][H]. Product: [C:1]([NH:5][C:6]1[CH:11]=[CH:10][C:9]([NH2:12])=[C:8]([O:15][CH3:16])[CH:7]=1)([CH3:4])([CH3:3])[CH3:2]. The catalyst class is: 78. (6) Reactant: [N+](C1C=CC(O[C:11](=[O:36])[NH:12][CH:13]([CH3:35])[C:14]#[C:15][C:16]2[S:20][C:19]([O:21][C:22]3[CH:27]=[CH:26][C:25]([O:28][C:29]4[CH:34]=[CH:33][CH:32]=[CH:31][CH:30]=4)=[CH:24][CH:23]=3)=[N:18][CH:17]=2)=CC=1)([O-])=O.Cl.[NH2:38][CH2:39][C:40]([NH2:42])=[O:41]. Product: [CH3:35][CH:13]([NH:12][C:11]([NH:38][CH2:39][C:40]([NH2:42])=[O:41])=[O:36])[C:14]#[C:15][C:16]1[S:20][C:19]([O:21][C:22]2[CH:23]=[CH:24][C:25]([O:28][C:29]3[CH:34]=[CH:33][CH:32]=[CH:31][CH:30]=3)=[CH:26][CH:27]=2)=[N:18][CH:17]=1. The catalyst class is: 66. (7) Reactant: CS(C)=O.C(Cl)(=O)C(Cl)=O.[OH:11][CH2:12][CH2:13][CH2:14][N:15]([CH3:23])[C:16](=[O:22])[O:17][C:18]([CH3:21])([CH3:20])[CH3:19].CN. Product: [CH3:23][N:15]([CH2:14][CH2:13][CH:12]=[O:11])[C:16](=[O:22])[O:17][C:18]([CH3:21])([CH3:19])[CH3:20]. The catalyst class is: 614. (8) Reactant: [C:1]([O:5][C:6]([NH:8][CH2:9][CH2:10][CH2:11][O:12][C:13]1[CH:21]=[CH:20][C:19]([C:22]2[N:23]([C:33]([O:35][C:36]([CH3:39])([CH3:38])[CH3:37])=[O:34])[C:24]3[C:29]([CH:30]=2)=[CH:28][C:27]([CH:31]=O)=[CH:26][CH:25]=3)=[C:18]2[C:14]=1[CH2:15][NH:16][C:17]2=[O:40])=[O:7])([CH3:4])([CH3:3])[CH3:2].[OH:41][CH:42]1[CH2:47][CH2:46][CH2:45][NH:44][CH2:43]1.C(O)(=O)C.C(O[BH-](OC(=O)C)OC(=O)C)(=O)C.[Na+].Cl. Product: [C:1]([O:5][C:6]([NH:8][CH2:9][CH2:10][CH2:11][O:12][C:13]1[CH:21]=[CH:20][C:19]([C:22]2[N:23]([C:33]([O:35][C:36]([CH3:39])([CH3:38])[CH3:37])=[O:34])[C:24]3[C:29]([CH:30]=2)=[CH:28][C:27]([CH2:31][N:44]2[CH2:45][CH2:46][CH2:47][CH:42]([OH:41])[CH2:43]2)=[CH:26][CH:25]=3)=[C:18]2[C:14]=1[CH2:15][NH:16][C:17]2=[O:40])=[O:7])([CH3:4])([CH3:3])[CH3:2]. The catalyst class is: 10. (9) Reactant: [F:1][C:2]1([F:36])[O:6][C:5]2[CH:7]=[CH:8][C:9]([C:11]3([C:14]([NH:16][C:17]4[N:18]=[C:19]([C:27]5[CH:28]=[C:29]([CH:33]=[CH:34][CH:35]=5)[C:30](O)=[O:31])[C:20]5[C:25]([CH:26]=4)=[CH:24][CH:23]=[CH:22][CH:21]=5)=[O:15])[CH2:13][CH2:12]3)=[CH:10][C:4]=2[O:3]1.S(Cl)([Cl:39])=O.CN(C)C=O. Product: [F:1][C:2]1([F:36])[O:6][C:5]2[CH:7]=[CH:8][C:9]([C:11]3([C:14]([NH:16][C:17]4[N:18]=[C:19]([C:27]5[CH:28]=[C:29]([CH:33]=[CH:34][CH:35]=5)[C:30]([Cl:39])=[O:31])[C:20]5[C:25]([CH:26]=4)=[CH:24][CH:23]=[CH:22][CH:21]=5)=[O:15])[CH2:13][CH2:12]3)=[CH:10][C:4]=2[O:3]1. The catalyst class is: 4. (10) Reactant: [CH2:1]([O:8][C:9](=[O:35])[C@H:10]([CH3:34])[CH2:11][C@H:12]([NH:26]C(OC(C)(C)C)=O)[CH2:13][C:14]1[CH:19]=[CH:18][C:17]([C:20]2[CH:25]=[CH:24][CH:23]=[CH:22][CH:21]=2)=[CH:16][CH:15]=1)[C:2]1[CH:7]=[CH:6][CH:5]=[CH:4][CH:3]=1.[ClH:36]. Product: [ClH:36].[CH2:1]([O:8][C:9](=[O:35])[C@H:10]([CH3:34])[CH2:11][C@H:12]([NH2:26])[CH2:13][C:14]1[CH:15]=[CH:16][C:17]([C:20]2[CH:21]=[CH:22][CH:23]=[CH:24][CH:25]=2)=[CH:18][CH:19]=1)[C:2]1[CH:3]=[CH:4][CH:5]=[CH:6][CH:7]=1. The catalyst class is: 523.